From a dataset of Full USPTO retrosynthesis dataset with 1.9M reactions from patents (1976-2016). Predict the reactants needed to synthesize the given product. (1) Given the product [NH2:30][C:26]1([CH3:29])[CH2:25][CH2:24][N:23]([C:21]([C:20]2[CH:38]=[CH:39][C:17]([C:14]3[CH:15]=[CH:16][C:11]4[N:12]([C:8]([C:5]5[CH:4]=[CH:3][C:2]([Cl:1])=[CH:7][CH:6]=5)=[CH:9][N:10]=4)[CH:13]=3)=[CH:18][CH:19]=2)=[O:22])[CH2:28][CH2:27]1, predict the reactants needed to synthesize it. The reactants are: [Cl:1][C:2]1[CH:7]=[CH:6][C:5]([C:8]2[N:12]3[CH:13]=[C:14]([C:17]4[CH:39]=[CH:38][C:20]([C:21]([N:23]5[CH2:28][CH2:27][C:26]([NH:30]C(=O)OC(C)(C)C)([CH3:29])[CH2:25][CH2:24]5)=[O:22])=[CH:19][CH:18]=4)[CH:15]=[CH:16][C:11]3=[N:10][CH:9]=2)=[CH:4][CH:3]=1.C(O)(C(F)(F)F)=O. (2) Given the product [Br:4][C:5]1[CH:10]=[C:9]([S:2][CH3:1])[CH:8]=[CH:7][C:6]=1[OH:12], predict the reactants needed to synthesize it. The reactants are: [CH3:1][S-:2].[Na+].[Br:4][C:5]1[CH:10]=[C:9](I)[CH:8]=[CH:7][C:6]=1[OH:12].Cl.CCOC(C)=O. (3) Given the product [NH2:15][C:16]1[CH:17]=[CH:18][C:19]([F:33])=[C:20]([C@:22]2([CH3:32])[CH2:27][N:26]3[CH:28]=[CH:29][N:30]=[C:25]3[C:24]([NH2:31])=[N:23]2)[CH:21]=1, predict the reactants needed to synthesize it. The reactants are: Cl.C(=[N:15][C:16]1[CH:17]=[CH:18][C:19]([F:33])=[C:20]([C@:22]2([CH3:32])[CH2:27][N:26]3[CH:28]=[CH:29][N:30]=[C:25]3[C:24]([NH2:31])=[N:23]2)[CH:21]=1)(C1C=CC=CC=1)C1C=CC=CC=1. (4) The reactants are: C(O)C.[O:4]([CH2:11][CH2:12][CH2:13][CH2:14][CH2:15][CH2:16][C:17]1[O:21][N:20]=[C:19]([C:22]([O:24]CC)=[O:23])[CH:18]=1)[C:5]1[CH:10]=[CH:9][CH:8]=[CH:7][CH:6]=1.[OH-].[K+]. Given the product [O:4]([CH2:11][CH2:12][CH2:13][CH2:14][CH2:15][CH2:16][C:17]1[O:21][N:20]=[C:19]([C:22]([OH:24])=[O:23])[CH:18]=1)[C:5]1[CH:10]=[CH:9][CH:8]=[CH:7][CH:6]=1, predict the reactants needed to synthesize it. (5) Given the product [CH3:8][N:4]1[C:3](=[O:9])[C:2]([NH:1][C:32]([N:18]2[CH2:17][CH2:16][CH:15]([O:14][C:13]3[CH:21]=[C:22]([C:24]([F:25])([F:27])[F:26])[CH:23]=[C:11]([F:10])[CH:12]=3)[CH2:20][CH2:19]2)=[O:33])=[CH:7][CH:6]=[N:5]1, predict the reactants needed to synthesize it. The reactants are: [NH2:1][C:2]1[C:3](=[O:9])[N:4]([CH3:8])[N:5]=[CH:6][CH:7]=1.[F:10][C:11]1[CH:12]=[C:13]([CH:21]=[C:22]([C:24]([F:27])([F:26])[F:25])[CH:23]=1)[O:14][CH:15]1[CH2:20][CH2:19][NH:18][CH2:17][CH2:16]1.Cl.FC(F)(F)C1C=CC=C[C:32]=1[O:33]C1CCNCC1. (6) The reactants are: [Br:1][C:2]1[CH:3]=[N:4][C:5]2[N:6]([N:8]=[C:9]([C:11]([OH:13])=O)[CH:10]=2)[CH:7]=1.[CH3:14][S:15]([C:18]1[CH:27]=[C:26]2[C:21]([CH2:22][CH2:23][NH:24][N:25]2[CH3:28])=[CH:20][CH:19]=1)(=[O:17])=[O:16]. Given the product [Br:1][C:2]1[CH:3]=[N:4][C:5]2[N:6]([N:8]=[C:9]([C:11]([N:24]3[CH2:23][CH2:22][C:21]4[C:26](=[CH:27][C:18]([S:15]([CH3:14])(=[O:17])=[O:16])=[CH:19][CH:20]=4)[N:25]3[CH3:28])=[O:13])[CH:10]=2)[CH:7]=1, predict the reactants needed to synthesize it. (7) Given the product [C:19]([O:1][C:2]1[C:3]2[CH:14]=[C:13]([C:15]([F:18])([F:16])[F:17])[CH:12]=[CH:11][C:4]=2[S:5][C:6]=1[C:7]([O:9][CH3:10])=[O:8])(=[O:21])[CH3:20], predict the reactants needed to synthesize it. The reactants are: [OH:1][C:2]1[C:3]2[CH:14]=[C:13]([C:15]([F:18])([F:17])[F:16])[CH:12]=[CH:11][C:4]=2[S:5][C:6]=1[C:7]([O:9][CH3:10])=[O:8].[C:19](Cl)(=[O:21])[CH3:20].C(N(CC)CC)C. (8) Given the product [Br:1][C:2]1[C:3]2[N:4]([CH:10]=[N:9][CH:8]=2)[CH:5]=[CH:6][CH:7]=1, predict the reactants needed to synthesize it. The reactants are: [Br:1][C:2]1[C:3]([CH2:8][NH:9][CH:10]=O)=[N:4][CH:5]=[CH:6][CH:7]=1.P(Cl)(Cl)(Cl)=O. (9) Given the product [C:5]([C:9]1[CH:14]=[C:13]([O:15][CH3:16])[CH:12]=[C:11]([CH:18]=[O:19])[C:10]=1[OH:17])([CH3:8])([CH3:6])[CH3:7], predict the reactants needed to synthesize it. The reactants are: C([Mg]Br)C.[C:5]([C:9]1[CH:14]=[C:13]([O:15][CH3:16])[CH:12]=[CH:11][C:10]=1[OH:17])([CH3:8])([CH3:7])[CH3:6].[CH2:18]=[O:19].C(N(CC)CC)C.